This data is from Reaction yield outcomes from USPTO patents with 853,638 reactions. The task is: Predict the reaction yield, written as a fraction of the theoretical maximum amount of product (1.0 means a 100% yield; for example, 0.34 means a 34% yield). (1) The product is [Cl:1][C:2]1[C:3]([O:12][C:13]2[CH:18]=[C:17]([O:19][CH2:20][CH2:21][O:22][CH3:23])[CH:16]=[CH:15][C:14]=2[CH2:24][CH2:25][CH2:26][NH:27][S:41]([CH2:40][C:34]2[CH:39]=[CH:38][CH:37]=[CH:36][CH:35]=2)(=[O:43])=[O:42])=[N:4][CH:5]=[C:6]([C:8]([F:9])([F:11])[F:10])[CH:7]=1. The reactants are [Cl:1][C:2]1[C:3]([O:12][C:13]2[CH:18]=[C:17]([O:19][CH2:20][CH2:21][O:22][CH3:23])[CH:16]=[CH:15][C:14]=2[CH2:24][CH2:25][CH2:26][NH2:27])=[N:4][CH:5]=[C:6]([C:8]([F:11])([F:10])[F:9])[CH:7]=1.N1C=CC=CC=1.[C:34]1([CH2:40][S:41](Cl)(=[O:43])=[O:42])[CH:39]=[CH:38][CH:37]=[CH:36][CH:35]=1.Cl. The yield is 0.190. The catalyst is C(OCC)(=O)C. (2) The catalyst is O1CCCC1.C(O)C.C(O)(=O)C. The yield is 0.180. The product is [CH2:5]([O:4][C:2]([C:1]1[N:39]=[C:38]([S:37][CH3:36])[NH:40][C:20](=[O:22])[C:19]=1[O:18][CH2:11][C:12]1[CH:13]=[CH:14][CH:15]=[CH:16][CH:17]=1)=[O:3])[CH3:6]. The reactants are [C:1](OCC)(=O)[C:2]([O:4][CH2:5][CH3:6])=[O:3].[CH2:11]([O:18][CH2:19][C:20]([O:22]CC)=O)[C:12]1[CH:17]=[CH:16][CH:15]=[CH:14][CH:13]=1.[H-].[Na+].[O-]CC.[Na+].S(O)(O)(=O)=O.[CH3:36][S:37][C:38](=[NH:40])[NH2:39].